Dataset: Peptide-MHC class I binding affinity with 185,985 pairs from IEDB/IMGT. Task: Regression. Given a peptide amino acid sequence and an MHC pseudo amino acid sequence, predict their binding affinity value. This is MHC class I binding data. (1) The peptide sequence is MEAQFLYLY. The MHC is HLA-A30:02 with pseudo-sequence HLA-A30:02. The binding affinity (normalized) is 0.773. (2) The binding affinity (normalized) is 0.0847. The MHC is HLA-A80:01 with pseudo-sequence HLA-A80:01. The peptide sequence is MHYKLDEVL. (3) The peptide sequence is SSLIKQSKF. The MHC is H-2-Kb with pseudo-sequence H-2-Kb. The binding affinity (normalized) is 0.431. (4) The peptide sequence is YLPTQQDVL. The binding affinity (normalized) is 0.198. The MHC is Mamu-B52 with pseudo-sequence Mamu-B52. (5) The peptide sequence is EQGDIALAL. The MHC is HLA-A31:01 with pseudo-sequence HLA-A31:01. The binding affinity (normalized) is 0. (6) The peptide sequence is NTRDHVNLV. The MHC is HLA-B51:01 with pseudo-sequence HLA-B51:01. The binding affinity (normalized) is 0.0847. (7) The MHC is HLA-A26:01 with pseudo-sequence HLA-A26:01. The peptide sequence is TQSPVSVGF. The binding affinity (normalized) is 0.0847. (8) The MHC is HLA-A03:01 with pseudo-sequence HLA-A03:01. The peptide sequence is IMFEQYFIY. The binding affinity (normalized) is 0.880. (9) The peptide sequence is MTRGLLGSY. The MHC is SLA-10401 with pseudo-sequence YYAMYRENVETTYVGTLYLSYRDYTWAERSYLSY. The binding affinity (normalized) is 0.253. (10) The peptide sequence is TLACFVLAAV. The MHC is HLA-A02:03 with pseudo-sequence HLA-A02:03. The binding affinity (normalized) is 0.936.